From a dataset of Catalyst prediction with 721,799 reactions and 888 catalyst types from USPTO. Predict which catalyst facilitates the given reaction. (1) Reactant: [F:1][C:2]([F:7])([F:6])[C:3]([OH:5])=[O:4].[C:8]([C:10]1[CH:11]=[C:12]([C:20]2[O:24][N:23]=[C:22]([C:25]3[CH:44]=[CH:43][C:28]4[CH2:29][CH2:30][N:31]([CH:34]([CH3:42])[C:35]([O:37]C(C)(C)C)=[O:36])[CH2:32][CH2:33][C:27]=4[CH:26]=3)[N:21]=2)[CH:13]=[CH:14][C:15]=1[O:16][CH:17]([CH3:19])[CH3:18])#[N:9]. Product: [F:1][C:2]([F:7])([F:6])[C:3]([OH:5])=[O:4].[C:8]([C:10]1[CH:11]=[C:12]([C:20]2[O:24][N:23]=[C:22]([C:25]3[CH:44]=[CH:43][C:28]4[CH2:29][CH2:30][N:31]([CH:34]([CH3:42])[C:35]([OH:37])=[O:36])[CH2:32][CH2:33][C:27]=4[CH:26]=3)[N:21]=2)[CH:13]=[CH:14][C:15]=1[O:16][CH:17]([CH3:19])[CH3:18])#[N:9]. The catalyst class is: 2. (2) Reactant: [C:1]([O:9][CH:10]1[CH2:18][CH:13]2[O:14][C:15](=[O:17])[CH2:16][CH:12]2[CH:11]1[CH:19]=[CH:20][CH:21]([OH:34])[CH2:22][O:23][C:24]1[CH:29]=[CH:28][CH:27]=[C:26]([C:30]([F:33])([F:32])[F:31])[CH:25]=1)(=[O:8])[C:2]1[CH:7]=[CH:6][CH:5]=[CH:4][CH:3]=1. Product: [C:1]([O:9][CH:10]1[CH2:18][CH:13]2[O:14][C:15](=[O:17])[CH2:16][CH:12]2[CH:11]1[CH2:19][CH2:20][CH:21]([OH:34])[CH2:22][O:23][C:24]1[CH:29]=[CH:28][CH:27]=[C:26]([C:30]([F:33])([F:32])[F:31])[CH:25]=1)(=[O:8])[C:2]1[CH:7]=[CH:6][CH:5]=[CH:4][CH:3]=1. The catalyst class is: 78. (3) Reactant: [C:1]([O:5][C:6]([NH:8][CH:9]([C:29](=[O:33])[N:30]([CH3:32])[CH3:31])[CH2:10][C:11]1[CH:28]=[CH:27][C:14]([O:15][C:16]2[CH:21]=[CH:20][C:19]([CH2:22][CH2:23][C:24]([OH:26])=O)=[CH:18][CH:17]=2)=[CH:13][CH:12]=1)=[O:7])([CH3:4])([CH3:3])[CH3:2].C([N:36](CC)CC)C.CN([P+](ON1N=NC2C=CC=CC1=2)(N(C)C)N(C)C)C.F[P-](F)(F)(F)(F)F. The catalyst class is: 2. Product: [C:1]([O:5][C:6](=[O:7])[NH:8][CH:9]([C:29](=[O:33])[N:30]([CH3:32])[CH3:31])[CH2:10][C:11]1[CH:28]=[CH:27][C:14]([O:15][C:16]2[CH:17]=[CH:18][C:19]([CH2:22][CH2:23][C:24](=[O:26])[NH2:36])=[CH:20][CH:21]=2)=[CH:13][CH:12]=1)([CH3:3])([CH3:4])[CH3:2]. (4) Reactant: F[B-](F)(F)F.[CH:6]([C:9]1[CH:14]=[CH:13][CH:12]=[C:11]([CH:15]([CH3:17])[CH3:16])[C:10]=1[NH+:18]1[CH2:22][CH2:21][N:20]([C:23]2[C:28]([CH:29]([CH3:31])[CH3:30])=[CH:27][CH:26]=[CH:25][C:24]=2[CH:32]([CH3:34])[CH3:33])[CH2:19]1)([CH3:8])[CH3:7].[O-:35][CH2:36]C.[Na+].FC(F)(F)C1C=CC=C(C(F)(F)F)C=1. Product: [CH3:36][O:35][CH:19]1[N:18]([C:10]2[C:11]([CH:15]([CH3:17])[CH3:16])=[CH:12][CH:13]=[CH:14][C:9]=2[CH:6]([CH3:8])[CH3:7])[CH2:22][CH2:21][N:20]1[C:23]1[C:24]([CH:32]([CH3:34])[CH3:33])=[CH:25][CH:26]=[CH:27][C:28]=1[CH:29]([CH3:31])[CH3:30]. The catalyst class is: 5. (5) Reactant: [CH:1]1([C:5]2[C:14]([C:15]3[NH:19][C:18]([CH2:20][CH3:21])=[N:17][N:16]=3)=[CH:13][C:8]([C:9]([O:11]C)=[O:10])=[C:7]([CH2:22][CH3:23])[CH:6]=2)[CH2:4][CH2:3][CH2:2]1.[OH-].[Na+]. Product: [CH:1]1([C:5]2[C:14]([C:15]3[NH:19][C:18]([CH2:20][CH3:21])=[N:17][N:16]=3)=[CH:13][C:8]([C:9]([OH:11])=[O:10])=[C:7]([CH2:22][CH3:23])[CH:6]=2)[CH2:2][CH2:3][CH2:4]1. The catalyst class is: 24. (6) Reactant: [Cl:1][C:2]1[CH:7]=[CH:6][C:5]([O:8][CH3:9])=[CH:4][C:3]=1[CH:10]([CH3:20])[CH:11]([C:13]1[CH:18]=[CH:17][N:16]=[C:15]([Cl:19])[CH:14]=1)[OH:12].C[N+]1([O-])CCOCC1. Product: [Cl:1][C:2]1[CH:7]=[CH:6][C:5]([O:8][CH3:9])=[CH:4][C:3]=1[CH:10]([CH3:20])[C:11]([C:13]1[CH:18]=[CH:17][N:16]=[C:15]([Cl:19])[CH:14]=1)=[O:12]. The catalyst class is: 678. (7) Reactant: [CH2:1]([C:5]1[N:10]=[C:9]([CH3:11])[NH:8][C:7](=[O:12])[C:6]=1[CH2:13][C:14]1[CH:19]=[C:18]([CH2:20][CH2:21][CH3:22])[C:17]([O:23][Si:24]([C:27]([CH3:30])([CH3:29])[CH3:28])([CH3:26])[CH3:25])=[C:16]([CH2:31][CH2:32][CH3:33])[CH:15]=1)[CH2:2][CH2:3][CH3:4].C1(P(C2C=CC=CC=2)C2C=CC=CC=2)C=CC=CC=1.[CH3:53][O:54][CH2:55][CH2:56][OH:57].N(C(OCC)=O)=NC(OCC)=O. Product: [CH2:1]([C:5]1[C:6]([CH2:13][C:14]2[CH:15]=[C:16]([CH2:31][CH2:32][CH3:33])[C:17]([O:23][Si:24]([C:27]([CH3:30])([CH3:29])[CH3:28])([CH3:26])[CH3:25])=[C:18]([CH2:20][CH2:21][CH3:22])[CH:19]=2)=[C:7]([O:12][CH2:56][CH2:55][O:54][CH3:53])[N:8]=[C:9]([CH3:11])[N:10]=1)[CH2:2][CH2:3][CH3:4].[CH2:1]([C:5]1[N:10]=[C:9]([CH3:11])[N:8]([O:57][CH2:56][CH2:55][O:54][CH3:53])[C:7](=[O:12])[C:6]=1[CH2:13][C:14]1[CH:15]=[C:16]([CH2:31][CH2:32][CH3:33])[C:17]([O:23][Si:24]([C:27]([CH3:30])([CH3:29])[CH3:28])([CH3:26])[CH3:25])=[C:18]([CH2:20][CH2:21][CH3:22])[CH:19]=1)[CH2:2][CH2:3][CH3:4]. The catalyst class is: 7. (8) Reactant: [Cl:1][C:2]1[CH:12]=[C:11]([S:13]([C:16]2[CH:21]=[CH:20][C:19]([CH2:22][CH2:23][NH:24]C(=O)C(F)(F)F)=[CH:18][CH:17]=2)(=[O:15])=[O:14])[CH:10]=[CH:9][C:3]=1[C:4]([O:6][CH2:7][CH3:8])=[O:5].[OH-].[Na+].Cl. Product: [NH2:24][CH2:23][CH2:22][C:19]1[CH:20]=[CH:21][C:16]([S:13]([C:11]2[CH:10]=[CH:9][C:3]([C:4]([O:6][CH2:7][CH3:8])=[O:5])=[C:2]([Cl:1])[CH:12]=2)(=[O:15])=[O:14])=[CH:17][CH:18]=1. The catalyst class is: 8. (9) Reactant: [C:1]([CH2:3][CH:4]1[CH2:9][CH2:8][N:7]([CH2:10][C:11]2[C:19]([CH3:20])=[CH:18][C:17]([CH3:21])=[C:16]3[C:12]=2[CH:13]=[CH:14][N:15]3C(OC(C)(C)C)=O)[CH:6]([C:29]2[CH:34]=[CH:33][CH:32]=[CH:31][CH:30]=2)[CH2:5]1)#[N:2].C([O-])([O-])=O.[Cs+].[Cs+]. Product: [CH3:20][C:19]1[C:11]([CH2:10][N:7]2[CH2:8][CH2:9][CH:4]([CH2:3][C:1]#[N:2])[CH2:5][CH:6]2[C:29]2[CH:30]=[CH:31][CH:32]=[CH:33][CH:34]=2)=[C:12]2[C:16](=[C:17]([CH3:21])[CH:18]=1)[NH:15][CH:14]=[CH:13]2. The catalyst class is: 100.